From a dataset of Reaction yield outcomes from USPTO patents with 853,638 reactions. Predict the reaction yield, written as a fraction of the theoretical maximum amount of product (1.0 means a 100% yield; for example, 0.34 means a 34% yield). The reactants are [C:1]([OH:5])(=[O:4])[CH:2]=[O:3].C([O-])(=O)C.[Ca+2:10].C([O-])(=O)C. No catalyst specified. The product is [C:1]([O-:5])(=[O:4])[CH:2]=[O:3].[Ca+2:10].[C:1]([O-:5])(=[O:4])[CH:2]=[O:3]. The yield is 0.936.